From a dataset of Full USPTO retrosynthesis dataset with 1.9M reactions from patents (1976-2016). Predict the reactants needed to synthesize the given product. (1) Given the product [F:50][CH:30]1[C@@H:28]2[N:27]([C:32]3[CH:37]=[C:36]([C:38]([F:41])([F:39])[F:40])[CH:35]=[CH:34][N:33]=3)[CH2:26][C@H:25]1[N:24]([C:22]([C@@:16]1([CH:19]([CH3:20])[CH3:21])[CH2:17][CH2:18][C@@H:14]([NH:5][C@H:6]3[CH2:11][CH2:10][O:9][CH2:8][C@H:7]3[O:12][CH3:13])[CH2:15]1)=[O:23])[CH2:29]2, predict the reactants needed to synthesize it. The reactants are: FC(F)(F)C([N:5]([C@@H:14]1[CH2:18][CH2:17][C@@:16]([C:22]([N:24]2[CH2:29][C@@H:28]3[C@H:30](O)[C@H:25]2[CH2:26][N:27]3[C:32]2[CH:37]=[C:36]([C:38]([F:41])([F:40])[F:39])[CH:35]=[CH:34][N:33]=2)=[O:23])([CH:19]([CH3:21])[CH3:20])[CH2:15]1)[C@H:6]1[CH2:11][CH2:10][O:9][CH2:8][C@H:7]1[O:12][CH3:13])=O.CCN(S(F)(F)[F:50])CC. (2) Given the product [F:44][CH2:14][C@H:15]1[O:19][C@@H:18]([N:20]2[C:29]3[N:28]=[CH:27][N:26]=[C:24]([NH2:25])[C:23]=3[N:22]=[CH:21]2)[C@H:17]([OH:30])[C@@H:16]1[OH:31], predict the reactants needed to synthesize it. The reactants are: P(O[CH2:14][C@H:15]1[O:19][C@@H:18]([N:20]2[C:29]3[N:28]=[CH:27][N:26]=[C:24]([NH2:25])[C:23]=3[N:22]=[CH:21]2)[C@H:17]([OH:30])[C@@H:16]1[OH:31])(OP(OP(O)(O)=O)(O)=O)(=O)O.[Mg+2].[Cl-].[Cl-].N[C@H](C(O)=O)CCSC.[F-:44].[K+]. (3) Given the product [C:1]([O:5][C:6]([N:8]1[CH2:12][CH2:11][CH2:10][CH:9]1[CH2:13][NH:16][CH3:15])=[O:7])([CH3:4])([CH3:3])[CH3:2], predict the reactants needed to synthesize it. The reactants are: [C:1]([O:5][C:6]([N:8]1[CH2:12][CH2:11][CH2:10][CH:9]1[CH:13]=O)=[O:7])([CH3:4])([CH3:3])[CH3:2].[CH3:15][NH2:16].[BH4-].[Na+]. (4) Given the product [F:1][C:2]1[CH:3]=[CH:4][C:5]([N+:25]([O-:27])=[O:26])=[C:6]([CH:24]=1)[O:7][C@H:8]1[C@H:9]2[O:15][CH2:14][CH2:13][C@H:10]2[O:11][CH2:12]1, predict the reactants needed to synthesize it. The reactants are: [F:1][C:2]1[CH:3]=[CH:4][C:5]([N+:25]([O-:27])=[O:26])=[C:6]([CH:24]=1)[O:7][C@@H:8]1[CH2:12][O:11][C@@H:10]2[C@@H:13](OS(C(F)(F)F)(=O)=O)[CH2:14][O:15][C@H:9]12.C(#N)C. (5) Given the product [I:1][C:2]1[CH:3]=[C:4]([CH:8]=[CH:9][CH:10]=1)[C:5]([NH:19][C:18]1[CH:17]=[CH:16][C:15]([O:14][CH:11]([CH3:13])[CH3:12])=[CH:21][CH:20]=1)=[O:7], predict the reactants needed to synthesize it. The reactants are: [I:1][C:2]1[CH:3]=[C:4]([CH:8]=[CH:9][CH:10]=1)[C:5]([OH:7])=O.[CH:11]([O:14][C:15]1[CH:21]=[CH:20][C:18]([NH2:19])=[CH:17][CH:16]=1)([CH3:13])[CH3:12]. (6) Given the product [NH2:1][CH2:4][C@@H:5]1[C@@H:10]([OH:11])[C@H:9]([OH:12])[C@@H:8]([OH:13])[C@H:7]([C:14]2[CH:19]=[CH:18][C:17]([Cl:20])=[C:16]([CH2:21][C:22]3[CH:23]=[CH:24][C:25]([O:28][CH2:29][CH3:30])=[CH:26][CH:27]=3)[CH:15]=2)[O:6]1, predict the reactants needed to synthesize it. The reactants are: [N:1]([CH2:4][C@@H:5]1[C@@H:10]([OH:11])[C@H:9]([OH:12])[C@@H:8]([OH:13])[C@H:7]([C:14]2[CH:19]=[CH:18][C:17]([Cl:20])=[C:16]([CH2:21][C:22]3[CH:27]=[CH:26][C:25]([O:28][CH2:29][CH3:30])=[CH:24][CH:23]=3)[CH:15]=2)[O:6]1)=[N+]=[N-].C1(P(C2C=CC=CC=2)C2C=CC=CC=2)C=CC=CC=1. (7) Given the product [CH3:3][O:5][CH2:6][CH2:7][O:16][C:15]1[CH:17]=[CH:18][CH:19]=[CH:20][C:14]=1[C:13]([O:22][CH3:23])=[O:21], predict the reactants needed to synthesize it. The reactants are: N([C:3]([O:5][CH2:6][CH3:7])=O)=N[C:3]([O:5][CH2:6][CH3:7])=O.[C:13]([O:22][CH3:23])(=[O:21])[C:14]1[C:15](=[CH:17][CH:18]=[CH:19][CH:20]=1)[OH:16].COCCO.C1(P(C2C=CC=CC=2)C2C=CC=CC=2)C=CC=CC=1.